Dataset: Reaction yield outcomes from USPTO patents with 853,638 reactions. Task: Predict the reaction yield, written as a fraction of the theoretical maximum amount of product (1.0 means a 100% yield; for example, 0.34 means a 34% yield). (1) The reactants are [OH:1]O.[CH:3]([C:6]1[C:7]([CH3:12])=[N:8][CH:9]=[CH:10][CH:11]=1)([CH3:5])[CH3:4]. The catalyst is CC(O)=O. The product is [CH:3]([C:6]1[C:7]([CH3:12])=[N+:8]([O-:1])[CH:9]=[CH:10][CH:11]=1)([CH3:5])[CH3:4]. The yield is 0.940. (2) The reactants are [NH2:1][CH2:2][CH2:3][N:4]1[C:12]2[C:7](=[CH:8][CH:9]=[C:10]([C:13]([O:15][CH3:16])=[O:14])[CH:11]=2)[C:6]([CH:17]2[CH2:22][CH2:21][CH2:20][CH2:19][CH2:18]2)=[C:5]1[Br:23].[C:24](O[C:24]([O:26][C:27]([CH3:30])([CH3:29])[CH3:28])=[O:25])([O:26][C:27]([CH3:30])([CH3:29])[CH3:28])=[O:25].O. The catalyst is C(OCC)(=O)C.C(=O)([O-])O.[Na+]. The product is [Br:23][C:5]1[N:4]([CH2:3][CH2:2][NH:1][C:24]([O:26][C:27]([CH3:30])([CH3:29])[CH3:28])=[O:25])[C:12]2[C:7]([C:6]=1[CH:17]1[CH2:22][CH2:21][CH2:20][CH2:19][CH2:18]1)=[CH:8][CH:9]=[C:10]([C:13]([O:15][CH3:16])=[O:14])[CH:11]=2. The yield is 0.740. (3) The reactants are [CH3:1][C:2]1[CH:10]=[CH:9][C:5]([C:6]([OH:8])=[O:7])=[CH:4][CH:3]=1.C(OOC(=O)C1C=CC=CC=1)(=O)C1C=CC=CC=1.[Br:29]N1C(=O)CCC1=O. The catalyst is C1C=CC=CC=1. The product is [Br:29][CH2:1][C:2]1[CH:10]=[CH:9][C:5]([C:6]([OH:8])=[O:7])=[CH:4][CH:3]=1. The yield is 0.779. (4) The reactants are [Si:1]([O:8][CH2:9][CH:10]([OH:21])[CH2:11][CH2:12][CH2:13][CH2:14][CH2:15][CH2:16][CH2:17][CH2:18][CH2:19][CH3:20])([C:4]([CH3:7])([CH3:6])[CH3:5])([CH3:3])[CH3:2].[C:22](OC(=O)C)(=[O:24])[CH3:23].N1C=CC=CC=1.CN(C1C=CN=CC=1)C. The catalyst is ClCCl. The product is [C:22]([O:21][CH:10]([CH2:11][CH2:12][CH2:13][CH2:14][CH2:15][CH2:16][CH2:17][CH2:18][CH2:19][CH3:20])[CH2:9][O:8][Si:1]([C:4]([CH3:7])([CH3:6])[CH3:5])([CH3:3])[CH3:2])(=[O:24])[CH3:23]. The yield is 1.00. (5) The reactants are [ClH:1].O1CCOCC1.[F:8][C:9]1([F:32])[C:13]2[N:14]=[CH:15][N:16]=[C:17]([N:18]3[CH2:23][CH2:22][N:21](C(OC(C)(C)C)=O)[CH2:20][CH2:19]3)[C:12]=2[C@H:11]([CH3:31])[CH2:10]1. The catalyst is O1CCOCC1. The product is [ClH:1].[ClH:1].[F:32][C:9]1([F:8])[C:13]2[N:14]=[CH:15][N:16]=[C:17]([N:18]3[CH2:23][CH2:22][NH:21][CH2:20][CH2:19]3)[C:12]=2[C@H:11]([CH3:31])[CH2:10]1. The yield is 0.930. (6) The reactants are [CH2:1]([N:8]1[CH2:13][CH2:12][C:11]([NH:16][C:17]2[CH:22]=[CH:21][C:20]([Cl:23])=[CH:19][CH:18]=2)([C:14]#[N:15])[CH2:10][CH2:9]1)[C:2]1[CH:7]=[CH:6][CH:5]=[CH:4][CH:3]=1.[OH-:24].[NH4+]. The catalyst is S(=O)(=O)(O)O. The product is [CH2:1]([N:8]1[CH2:9][CH2:10][C:11]([NH:16][C:17]2[CH:18]=[CH:19][C:20]([Cl:23])=[CH:21][CH:22]=2)([C:14]([NH2:15])=[O:24])[CH2:12][CH2:13]1)[C:2]1[CH:3]=[CH:4][CH:5]=[CH:6][CH:7]=1. The yield is 0.710. (7) The reactants are [C:1](N1C=CC=CC1=O)(N1C=CC=CC1=O)=[S:2].[Cl:17][C:18]1[CH:19]=[C:20]2[C:25](=[CH:26][C:27]=1[O:28][CH3:29])[CH:24]=[N:23][C:22]([NH2:30])=[CH:21]2. The product is [Cl:17][C:18]1[CH:19]=[C:20]2[C:25](=[CH:26][C:27]=1[O:28][CH3:29])[CH:24]=[N:23][C:22]([N:30]=[C:1]=[S:2])=[CH:21]2. The yield is 0.800. The catalyst is ClCCl.C(OCC)(=O)C.CCCCCC. (8) The reactants are [NH2:1][C:2]1[CH:7]=[CH:6][C:5]([C:8]2[C:9]3[CH:18]=[CH:17][N:16]([S:19]([C:22]4[CH:27]=[CH:26][C:25]([CH3:28])=[CH:24][CH:23]=4)(=[O:21])=[O:20])[C:10]=3[C:11](=[O:15])[N:12]([CH3:14])[CH:13]=2)=[C:4]([O:29][C:30]2[CH:35]=[CH:34][C:33]([F:36])=[CH:32][C:31]=2[F:37])[C:3]=1[N+:38]([O-])=O.CO.[Cl-].[NH4+]. The catalyst is C(OCC)(=O)C.[Zn]. The product is [NH2:38][C:3]1[C:4]([O:29][C:30]2[CH:35]=[CH:34][C:33]([F:36])=[CH:32][C:31]=2[F:37])=[C:5]([C:8]2[C:9]3[CH:18]=[CH:17][N:16]([S:19]([C:22]4[CH:23]=[CH:24][C:25]([CH3:28])=[CH:26][CH:27]=4)(=[O:20])=[O:21])[C:10]=3[C:11](=[O:15])[N:12]([CH3:14])[CH:13]=2)[CH:6]=[CH:7][C:2]=1[NH2:1]. The yield is 0.930.